Dataset: Full USPTO retrosynthesis dataset with 1.9M reactions from patents (1976-2016). Task: Predict the reactants needed to synthesize the given product. (1) Given the product [F:23][C:24]1[CH:29]=[C:28]([OH:30])[C:27]([F:32])=[CH:26][C:25]=1[N:33]1[CH2:34][CH2:35][N:36]([S:39]([C:42]2[CH:43]=[CH:44][C:45]([F:48])=[CH:46][CH:47]=2)(=[O:41])=[O:40])[CH2:37][CH2:38]1, predict the reactants needed to synthesize it. The reactants are: COC1C=CC(N2CCN(CCC3C=CC=CC=3)CC2)=CC=1.[F:23][C:24]1[CH:29]=[C:28]([O:30]C)[C:27]([F:32])=[CH:26][C:25]=1[N:33]1[CH2:38][CH2:37][N:36]([S:39]([C:42]2[CH:47]=[CH:46][C:45]([F:48])=[CH:44][CH:43]=2)(=[O:41])=[O:40])[CH2:35][CH2:34]1. (2) Given the product [CH2:1]([C@@H:4]1[CH2:9][C@H:8]([C:10]2[CH:15]=[CH:14][CH:13]=[C:12]([Cl:16])[CH:11]=2)[C@@H:7]([C:17]2[CH:22]=[CH:21][C:20]([Cl:23])=[CH:19][CH:18]=2)[N:6]([CH2:25][CH:26]([CH3:29])[CH3:27])[C:5]1=[O:24])[CH:2]=[CH2:3], predict the reactants needed to synthesize it. The reactants are: [CH2:1]([C@@H:4]1[CH2:9][C@H:8]([C:10]2[CH:15]=[CH:14][CH:13]=[C:12]([Cl:16])[CH:11]=2)[C@@H:7]([C:17]2[CH:22]=[CH:21][C:20]([Cl:23])=[CH:19][CH:18]=2)[NH:6][C:5]1=[O:24])[CH:2]=[CH2:3].[CH3:25][C:26]([CH3:29])([O-])[CH3:27].[K+].BrCC(C)C.